Predict which catalyst facilitates the given reaction. From a dataset of Catalyst prediction with 721,799 reactions and 888 catalyst types from USPTO. (1) Reactant: [S:1]1[CH:5]=[CH:4][CH:3]=[C:2]1[CH:6]=O.[C:8]([CH2:10][C:11]([NH2:13])=[S:12])#[N:9]. Product: [C:8]([C:10](=[CH:6][C:2]1[S:1][CH:5]=[CH:4][CH:3]=1)[C:11](=[S:12])[NH2:13])#[N:9]. The catalyst class is: 5. (2) Reactant: [N:1]1([CH2:6][CH2:7][CH2:8][O:9][C:10]2[CH:15]=[CH:14][C:13]([C:16]3([CH2:22][NH2:23])[CH2:21][CH2:20][CH2:19][CH2:18][CH2:17]3)=[CH:12][CH:11]=2)[CH2:5][CH2:4][CH2:3][CH2:2]1.C(N(CC)C(C)C)(C)C.[C:33]([O:37][C:38](O[C:38]([O:37][C:33]([CH3:36])([CH3:35])[CH3:34])=[O:39])=[O:39])([CH3:36])([CH3:35])[CH3:34]. Product: [N:1]1([CH2:6][CH2:7][CH2:8][O:9][C:10]2[CH:11]=[CH:12][C:13]([C:16]3([CH2:22][NH:23][C:38](=[O:39])[O:37][C:33]([CH3:36])([CH3:35])[CH3:34])[CH2:21][CH2:20][CH2:19][CH2:18][CH2:17]3)=[CH:14][CH:15]=2)[CH2:2][CH2:3][CH2:4][CH2:5]1. The catalyst class is: 4. (3) Reactant: [CH3:1][O:2][C:3]1[CH:16]=[C:15]([O:17][CH3:18])[CH:14]=[CH:13][C:4]=1[CH2:5][NH:6][C:7]1[N:8]=[N:9][CH:10]=[CH:11][CH:12]=1.[Li+].C[Si]([N-][Si](C)(C)C)(C)C.[C:29]([C:31]1[CH:32]=[C:33]([S:38](Cl)(=[O:40])=[O:39])[CH:34]=[CH:35][C:36]=1[F:37])#[N:30].[NH4+].[Cl-]. Product: [C:29]([C:31]1[CH:32]=[C:33]([S:38]([N:6]([CH2:5][C:4]2[CH:13]=[CH:14][C:15]([O:17][CH3:18])=[CH:16][C:3]=2[O:2][CH3:1])[C:7]2[N:8]=[N:9][CH:10]=[CH:11][CH:12]=2)(=[O:40])=[O:39])[CH:34]=[CH:35][C:36]=1[F:37])#[N:30]. The catalyst class is: 1. (4) Product: [CH3:22][O:21][C:19](=[O:20])[CH2:18][N:8]1[C:7]2[CH:11]=[CH:12][CH:13]=[CH:14][C:6]=2[O:5][CH:4]([CH:1]([CH3:3])[CH3:2])[C:9]1=[O:10]. Reactant: [CH:1]([CH:4]1[C:9](=[O:10])[NH:8][C:7]2[CH:11]=[CH:12][CH:13]=[CH:14][C:6]=2[O:5]1)([CH3:3])[CH3:2].[H-].[Na+].Br[CH2:18][C:19]([O:21][CH3:22])=[O:20].Cl. The catalyst class is: 35. (5) Reactant: [OH-].[K+].[NH:3]1[C:11]2[C:6](=[CH:7][CH:8]=[CH:9][CH:10]=2)[CH:5]=[CH:4]1.C[O:13][C:14](=[O:18])[CH2:15][CH2:16]Br.O. Product: [N:3]1([CH2:16][CH2:15][C:14]([OH:18])=[O:13])[C:11]2[C:6](=[CH:7][CH:8]=[CH:9][CH:10]=2)[CH:5]=[CH:4]1. The catalyst class is: 16.